From a dataset of Forward reaction prediction with 1.9M reactions from USPTO patents (1976-2016). Predict the product of the given reaction. (1) Given the reactants Br[C:2]1[CH:3]=[C:4]([NH:8][C:9]([NH:11][CH2:12][C:13]([F:16])([F:15])[F:14])=[O:10])[CH:5]=[CH:6][CH:7]=1.[B:17]1([B:17]2[O:21][C:20]([CH3:23])([CH3:22])[C:19]([CH3:25])([CH3:24])[O:18]2)[O:21][C:20]([CH3:23])([CH3:22])[C:19]([CH3:25])([CH3:24])[O:18]1.CC([O-])=O.[K+], predict the reaction product. The product is: [CH3:24][C:19]1([CH3:25])[C:20]([CH3:23])([CH3:22])[O:21][B:17]([C:2]2[CH:3]=[C:4]([NH:8][C:9]([NH:11][CH2:12][C:13]([F:16])([F:15])[F:14])=[O:10])[CH:5]=[CH:6][CH:7]=2)[O:18]1. (2) Given the reactants [Cl:1][C:2]1[CH:7]=[C:6]2[NH:8][C:9](=[O:27])[C@:10]3([CH:15]([CH:16]([CH3:18])[CH3:17])[CH2:14][C:13](=O)[NH:12][C@H:11]3[C:20]3[CH:25]=[CH:24][CH:23]=[C:22]([Cl:26])[CH:21]=3)[C:5]2=[CH:4][CH:3]=1.COC1C=CC(P2(=S)SP(=S)(C3C=CC(OC)=CC=3)[S:37]2)=CC=1, predict the reaction product. The product is: [Cl:1][C:2]1[CH:7]=[C:6]2[NH:8][C:9](=[O:27])[C@:10]3([CH:15]([CH:16]([CH3:18])[CH3:17])[CH2:14][C:13](=[S:37])[NH:12][C@H:11]3[C:20]3[CH:25]=[CH:24][CH:23]=[C:22]([Cl:26])[CH:21]=3)[C:5]2=[CH:4][CH:3]=1. (3) Given the reactants [Br:1][C:2]1[C:3](Cl)=[N:4][C:5]([Cl:8])=[N:6][CH:7]=1.[CH2:10]([NH2:13])[CH:11]=[CH2:12].C(N(C(C)C)CC)(C)C, predict the reaction product. The product is: [CH2:10]([NH:13][C:3]1[C:2]([Br:1])=[CH:7][N:6]=[C:5]([Cl:8])[N:4]=1)[CH:11]=[CH2:12]. (4) Given the reactants [F:1][C:2]([F:7])([F:6])[C:3]([OH:5])=[O:4].FC(F)(F)C(O)=O.[Cl:15][C:16]1[CH:17]=[N:18][C:19]2[NH:20][C:21]3[CH:22]=[CH:23][CH:24]=[C:25]([CH:38]=3)[CH2:26][CH2:27][C:28]3[CH:36]=[C:32]([NH:33][C:34]=1[N:35]=2)[CH:31]=[C:30]([NH2:37])[CH:29]=3.[F:39][C:40]1[CH:45]=[CH:44][CH:43]=[CH:42][C:41]=1[N:46]=[C:47]=[O:48], predict the reaction product. The product is: [F:1][C:2]([F:7])([F:6])[C:3]([OH:5])=[O:4].[Cl:15][C:16]1[CH:17]=[N:18][C:19]2[NH:20][C:21]3[CH:22]=[CH:23][CH:24]=[C:25]([CH:38]=3)[CH2:26][CH2:27][C:28]3[CH:36]=[C:32]([NH:33][C:34]=1[N:35]=2)[CH:31]=[C:30]([NH:37][C:47]([NH:46][C:41]1[CH:42]=[CH:43][CH:44]=[CH:45][C:40]=1[F:39])=[O:48])[CH:29]=3.